This data is from NCI-60 drug combinations with 297,098 pairs across 59 cell lines. The task is: Regression. Given two drug SMILES strings and cell line genomic features, predict the synergy score measuring deviation from expected non-interaction effect. (1) Drug 1: CN1C(=O)N2C=NC(=C2N=N1)C(=O)N. Drug 2: CCC1(C2=C(COC1=O)C(=O)N3CC4=CC5=C(C=CC(=C5CN(C)C)O)N=C4C3=C2)O.Cl. Synergy scores: CSS=36.2, Synergy_ZIP=-4.05, Synergy_Bliss=-0.164, Synergy_Loewe=-31.3, Synergy_HSA=2.86. Cell line: KM12. (2) Synergy scores: CSS=43.9, Synergy_ZIP=-5.57, Synergy_Bliss=-6.79, Synergy_Loewe=-6.03, Synergy_HSA=-1.23. Drug 2: CC1=C2C(C(=O)C3(C(CC4C(C3C(C(C2(C)C)(CC1OC(=O)C(C(C5=CC=CC=C5)NC(=O)OC(C)(C)C)O)O)OC(=O)C6=CC=CC=C6)(CO4)OC(=O)C)O)C)O. Cell line: SK-MEL-2. Drug 1: CC1=C2C(C(=O)C3(C(CC4C(C3C(C(C2(C)C)(CC1OC(=O)C(C(C5=CC=CC=C5)NC(=O)OC(C)(C)C)O)O)OC(=O)C6=CC=CC=C6)(CO4)OC(=O)C)OC)C)OC.